Dataset: Forward reaction prediction with 1.9M reactions from USPTO patents (1976-2016). Task: Predict the product of the given reaction. (1) Given the reactants [CH:1]([C:4]1[CH:5]=[C:6]([NH:12][C:13]2[C:18]([C:19]3[N:24]=[C:23]([CH3:25])[N:22]=[C:21]([N:26](CC4C=CC(OC)=CC=4)CC4C=CC(OC)=CC=4)[N:20]=3)=[CH:17][C:16]([C@H:45]([N:47]3[CH2:52][CH2:51][N:50]([S:53]([CH3:56])(=[O:55])=[O:54])[CH2:49][CH2:48]3)[CH3:46])=[CH:15][N:14]=2)[CH:7]=[N:8][C:9]=1[O:10][CH3:11])([CH3:3])[CH3:2].FC(F)(F)S(O)(=O)=O, predict the reaction product. The product is: [CH:1]([C:4]1[CH:5]=[C:6]([NH:12][C:13]2[C:18]([C:19]3[N:24]=[C:23]([CH3:25])[N:22]=[C:21]([NH2:26])[N:20]=3)=[CH:17][C:16]([C@H:45]([N:47]3[CH2:52][CH2:51][N:50]([S:53]([CH3:56])(=[O:55])=[O:54])[CH2:49][CH2:48]3)[CH3:46])=[CH:15][N:14]=2)[CH:7]=[N:8][C:9]=1[O:10][CH3:11])([CH3:2])[CH3:3]. (2) The product is: [NH2:13][C:11]1[N:12]=[C:7]([N:1]2[CH2:6][CH2:5][N:4]([C:30](=[O:31])[CH2:29][O:28][C:27]3[CH:33]=[CH:34][C:24]([F:23])=[CH:25][CH:26]=3)[CH2:3][CH2:2]2)[C:8]2[N:16]=[C:15]([C:17]3[CH:18]=[N:19][CH:20]=[CH:21][CH:22]=3)[S:14][C:9]=2[N:10]=1. Given the reactants [N:1]1([C:7]2[C:8]3[N:16]=[C:15]([C:17]4[CH:18]=[N:19][CH:20]=[CH:21][CH:22]=4)[S:14][C:9]=3[N:10]=[C:11]([NH2:13])[N:12]=2)[CH2:6][CH2:5][NH:4][CH2:3][CH2:2]1.[F:23][C:24]1[CH:34]=[CH:33][C:27]([O:28][CH2:29][C:30](O)=[O:31])=[CH:26][CH:25]=1, predict the reaction product. (3) The product is: [ClH:1].[ClH:1].[NH2:15][C@@H:16]([CH2:19][CH2:20][CH3:21])[C@H:17]([OH:18])[C:23]([NH:22][CH:24]([CH2:26][CH2:27][CH3:28])[CH3:25])=[O:7]. Given the reactants [ClH:1].Cl.N[C@@H](CC)[C@H](O)C(NC1CC1)=[O:7].[NH2:15][C@@H:16]([CH2:19][CH2:20][CH3:21])[CH2:17][OH:18].[N+:22]([CH:24]([CH2:26][CH2:27][CH3:28])[CH3:25])#[C-:23], predict the reaction product. (4) Given the reactants [CH2:1]([C:8]1[N:12]([CH:13]([CH:23]2[CH2:28][CH2:27][CH2:26][CH2:25][CH2:24]2)[C:14]([NH:16][CH:17]2[CH2:22][CH2:21][CH2:20][CH2:19][CH2:18]2)=[O:15])[C:11]2[CH:29]=[C:30]([Cl:34])[C:31]([F:33])=[CH:32][C:10]=2[N:9]=1)[C:2]1[CH:7]=[CH:6][CH:5]=[CH:4][CH:3]=1.C1([CH:41]=[O:42])CCCCC1.[Cl:43]C1C=C(C=CC=1)C=O.ClC1C=C(CC(O)=O)C=CC=1.COC(C1C=CC=CC=1)C(O)=O, predict the reaction product. The product is: [Cl:34][C:30]1[C:31]([F:33])=[CH:32][C:10]2[N:9]=[C:8]([CH:1]([O:42][CH3:41])[C:2]3[CH:7]=[CH:6][CH:5]=[CH:4][CH:3]=3)[N:12]([CH:13]([C:23]3[CH:28]=[CH:27][CH:26]=[C:25]([Cl:43])[CH:24]=3)[C:14]([NH:16][CH:17]3[CH2:18][CH2:19][CH2:20][CH2:21][CH2:22]3)=[O:15])[C:11]=2[CH:29]=1. (5) Given the reactants Br[C:2]1[CH:3]=[C:4]([CH:34]=[CH:35][CH:36]=1)[CH2:5][N:6]([C@@H:24]1[C:33]2[C:28](=[CH:29][CH:30]=[CH:31][CH:32]=2)[CH2:27][CH2:26][CH2:25]1)[C:7]([C:9]1[CH:14]=[C:13]([C:15]([OH:17])=[O:16])[C:12]([C:18]([OH:20])=[O:19])=[CH:11][C:10]=1[C:21]([OH:23])=[O:22])=[O:8].[F:37][C:38]1[CH:39]=[CH:40][C:41]([O:47][CH3:48])=[C:42](B(O)O)[CH:43]=1.C(=O)([O-])[O-].[Na+].[Na+].Cl, predict the reaction product. The product is: [F:37][C:38]1[CH:43]=[CH:42][C:41]([O:47][CH3:48])=[C:40]([C:2]2[CH:36]=[CH:35][CH:34]=[C:4]([CH2:5][N:6]([C@@H:24]3[C:33]4[C:28](=[CH:29][CH:30]=[CH:31][CH:32]=4)[CH2:27][CH2:26][CH2:25]3)[C:7]([C:9]3[CH:14]=[C:13]([C:15]([OH:17])=[O:16])[C:12]([C:18]([OH:20])=[O:19])=[CH:11][C:10]=3[C:21]([OH:23])=[O:22])=[O:8])[CH:3]=2)[CH:39]=1.